From a dataset of Full USPTO retrosynthesis dataset with 1.9M reactions from patents (1976-2016). Predict the reactants needed to synthesize the given product. (1) Given the product [Cl:36][CH2:24][C:8]1[N:9]=[C:10]([N:11]2[CH2:16][CH2:15][N:14]3[C:17]([C:20]([F:23])([F:22])[F:21])=[N:18][N:19]=[C:13]3[CH2:12]2)[C:5]2[CH:4]=[C:3]([CH2:1][CH3:2])[S:26][C:6]=2[N:7]=1, predict the reactants needed to synthesize it. The reactants are: [CH2:1]([C:3]1[S:26][C:6]2[N:7]=[C:8]([CH2:24]O)[N:9]=[C:10]([N:11]3[CH2:16][CH2:15][N:14]4[C:17]([C:20]([F:23])([F:22])[F:21])=[N:18][N:19]=[C:13]4[CH2:12]3)[C:5]=2[CH:4]=1)[CH3:2].C1(C)C=CC(S([Cl:36])(=O)=O)=CC=1.C(N(CC)CC)C. (2) Given the product [Br:1][C:2]1[CH:7]=[CH:6][C:5]([CH2:8][NH:31][CH2:32][C:33]([O:35][CH2:36][CH3:37])=[O:34])=[C:4]([N+:9]([O-:11])=[O:10])[CH:3]=1, predict the reactants needed to synthesize it. The reactants are: [Br:1][C:2]1[CH:7]=[CH:6][C:5]([CH3:8])=[C:4]([N+:9]([O-:11])=[O:10])[CH:3]=1.C1C(C(OO)=O)=CC=CC=1.BrN1C(=O)CCC1=O.Cl.[NH2:31][CH2:32][C:33]([O:35][CH2:36][CH3:37])=[O:34].C(=O)([O-])O.[Na+].